Dataset: Peptide-MHC class II binding affinity with 134,281 pairs from IEDB. Task: Regression. Given a peptide amino acid sequence and an MHC pseudo amino acid sequence, predict their binding affinity value. This is MHC class II binding data. The peptide sequence is FERVGPEWEPVPLTV. The MHC is H-2-IAb with pseudo-sequence H-2-IAb. The binding affinity (normalized) is 0.0875.